From a dataset of Reaction yield outcomes from USPTO patents with 853,638 reactions. Predict the reaction yield, written as a fraction of the theoretical maximum amount of product (1.0 means a 100% yield; for example, 0.34 means a 34% yield). (1) The reactants are C(O)(C(F)(F)F)=O.[BH4-].[Na+].[F:10][C:11]1[CH:12]=[C:13]([CH:17](O)[C:18]2[CH:19]=[C:20]3[C:26]4([CH2:31][CH2:30][N:29](C(OC(C)(C)C)=O)[CH2:28][CH2:27]4)[CH2:25][N:24]([C:39]4[C:40]5[C@H:47]([CH3:48])[CH2:46][CH2:45][C:41]=5[N:42]=[CH:43][N:44]=4)[C:21]3=[CH:22][CH:23]=2)[CH:14]=[CH:15][CH:16]=1.[OH-].[Na+].[ClH:52]. The catalyst is C(Cl)Cl.O.CCOCC. The product is [ClH:52].[ClH:52].[F:10][C:11]1[CH:12]=[C:13]([CH:14]=[CH:15][CH:16]=1)[CH2:17][C:18]1[CH:19]=[C:20]2[C:26]3([CH2:27][CH2:28][NH:29][CH2:30][CH2:31]3)[CH2:25][N:24]([C:39]3[C:40]4[C@H:47]([CH3:48])[CH2:46][CH2:45][C:41]=4[N:42]=[CH:43][N:44]=3)[C:21]2=[CH:22][CH:23]=1. The yield is 0.0600. (2) The reactants are [N+:1]([C:4]1[CH:5]=[C:6]2[C:10](=[CH:11][CH:12]=1)[NH:9][CH:8]=[CH:7]2)([O-:3])=[O:2].[C:13](O[C:13]([O:15][C:16]([CH3:19])([CH3:18])[CH3:17])=[O:14])([O:15][C:16]([CH3:19])([CH3:18])[CH3:17])=[O:14]. The catalyst is CN(C1C=CN=CC=1)C.C1COCC1. The product is [C:16]([O:15][C:13]([N:9]1[C:10]2[C:6](=[CH:5][C:4]([N+:1]([O-:3])=[O:2])=[CH:12][CH:11]=2)[CH:7]=[CH:8]1)=[O:14])([CH3:19])([CH3:18])[CH3:17]. The yield is 0.780. (3) The reactants are [Br:1][C:2]1[CH:3]=[C:4]([C:12]([OH:14])=[O:13])[C:5]2[C:10]([CH:11]=1)=[CH:9][CH:8]=[CH:7][CH:6]=2.C(Cl)(=O)C(Cl)=O.[CH3:21][N:22]1[CH2:27][CH2:26][C:25]([CH2:35]O)([C:28]2[CH:33]=[CH:32][C:31]([F:34])=[CH:30][CH:29]=2)[CH2:24][CH2:23]1.C(N(CC)CC)C. The catalyst is CN(C=O)C.ClCCCl.C(Cl)Cl. The product is [CH3:21][N:22]1[CH2:27][CH2:26][C:25]([CH2:35][O:13][C:12]([C:4]2[C:5]3[C:10](=[CH:9][CH:8]=[CH:7][CH:6]=3)[CH:11]=[C:2]([Br:1])[CH:3]=2)=[O:14])([C:28]2[CH:29]=[CH:30][C:31]([F:34])=[CH:32][CH:33]=2)[CH2:24][CH2:23]1. The yield is 0.630. (4) The reactants are [NH:1]1[C:9]2[C:4](=[CH:5][CH:6]=[CH:7][CH:8]=2)[C:3](/[CH:10]=[CH:11]/[C:12]2[CH:20]=[CH:19][C:15]([C:16]([OH:18])=O)=[CH:14][CH:13]=2)=[N:2]1.C(OC(=O)[NH:27][CH2:28][CH2:29][NH2:30])(C)(C)C.O.ON1C2C=CC=CC=2N=N1.[ClH:43].C(N=C=NCCCN(C)C)C.CN1CCOCC1.Cl.CO. The catalyst is CO. The product is [ClH:43].[ClH:43].[NH2:27][CH2:28][CH2:29][NH:30][C:16](=[O:18])[C:15]1[CH:14]=[CH:13][C:12](/[CH:11]=[CH:10]/[C:3]2[C:4]3[C:9](=[CH:8][CH:7]=[CH:6][CH:5]=3)[NH:1][N:2]=2)=[CH:20][CH:19]=1. The yield is 0.540. (5) The reactants are Cl.[CH3:2][NH:3][C:4](=[O:14])[C@H:5]([CH2:7][C:8]1[CH:13]=[CH:12][CH:11]=[CH:10][CH:9]=1)[NH2:6].[C:15](N1C=CN=C1)(N1C=CN=C1)=[O:16].N1C=CN=C1.[OH:32][CH2:33][CH2:34][NH:35][CH2:36][CH2:37][CH:38]([CH3:40])[CH3:39]. The catalyst is O1CCCC1. The product is [OH:32][CH2:33][CH2:34][N:35]([CH2:36][CH2:37][CH:38]([CH3:40])[CH3:39])[C:15](=[O:16])[NH:6][C@@H:5]([CH2:7][C:8]1[CH:13]=[CH:12][CH:11]=[CH:10][CH:9]=1)[C:4]([NH:3][CH3:2])=[O:14]. The yield is 0.930. (6) The reactants are [CH3:1][O:2][C:3](=[O:26])[CH2:4][C:5]1[C:14]([CH3:15])=[C:13](B2OC(C)(C)C(C)(C)O2)[C:12]2[C:7](=[CH:8][CH:9]=[C:10]([Cl:25])[CH:11]=2)[CH:6]=1.Br[C:28]1[CH:33]=[CH:32][C:31]([S:34][C:35]2[CH:40]=[CH:39][C:38]([O:41][C:42]([F:45])([F:44])[F:43])=[CH:37][CH:36]=2)=[CH:30][CH:29]=1.C(=O)(O)[O-].[Na+].O. The catalyst is C(COC)OC.C1C=CC([P]([Pd]([P](C2C=CC=CC=2)(C2C=CC=CC=2)C2C=CC=CC=2)([P](C2C=CC=CC=2)(C2C=CC=CC=2)C2C=CC=CC=2)[P](C2C=CC=CC=2)(C2C=CC=CC=2)C2C=CC=CC=2)(C2C=CC=CC=2)C2C=CC=CC=2)=CC=1. The product is [CH3:1][O:2][C:3](=[O:26])[CH2:4][C:5]1[C:14]([CH3:15])=[C:13]([C:28]2[CH:29]=[CH:30][C:31]([S:34][C:35]3[CH:40]=[CH:39][C:38]([O:41][C:42]([F:44])([F:43])[F:45])=[CH:37][CH:36]=3)=[CH:32][CH:33]=2)[C:12]2[C:7](=[CH:8][CH:9]=[C:10]([Cl:25])[CH:11]=2)[CH:6]=1. The yield is 0.440. (7) The yield is 0.500. The catalyst is CN(C)C=O.C(OCC)(=O)C. The product is [CH2:1]([O:5][C:6]1[CH:11]=[CH:10][C:9]([S:12]([O:15][C:16]2[C:24]([CH3:25])=[CH:23][CH:22]=[CH:21][C:17]=2[C:18]([NH:28][OH:27])=[O:19])(=[O:14])=[O:13])=[CH:8][CH:7]=1)[C:2]#[C:3][CH3:4]. The reactants are [CH2:1]([O:5][C:6]1[CH:11]=[CH:10][C:9]([S:12]([O:15][C:16]2[C:24]([CH3:25])=[CH:23][CH:22]=[CH:21][C:17]=2[C:18](O)=[O:19])(=[O:14])=[O:13])=[CH:8][CH:7]=1)[C:2]#[C:3][CH3:4].O.[OH:27][N:28]1C2C=CC=CC=2N=N1.Cl.CN(C)CCCN=C=NCC.NO. (8) The reactants are Br[C:2]1[CH:7]=[C:6]([CH:8]([CH3:10])[CH3:9])[C:5]([O:11][CH2:12][O:13][CH3:14])=[CH:4][C:3]=1[O:15][CH2:16][O:17][CH3:18].O1CCCC1.[Li+].CCC[CH2-].[C:29](=[O:31])=[O:30]. The catalyst is O.CCCCCC. The product is [CH:8]([C:6]1[C:5]([O:11][CH2:12][O:13][CH3:14])=[CH:4][C:3]([O:15][CH2:16][O:17][CH3:18])=[C:2]([CH:7]=1)[C:29]([OH:31])=[O:30])([CH3:10])[CH3:9]. The yield is 0.620.